Dataset: Forward reaction prediction with 1.9M reactions from USPTO patents (1976-2016). Task: Predict the product of the given reaction. (1) Given the reactants O[C:2]1[C:11]2[C:6](=[N:7][CH:8]=[CH:9][CH:10]=2)[N:5]([C:12]2[CH:17]=[CH:16][CH:15]=[C:14]([O:18][C:19]([F:22])([F:21])[F:20])[CH:13]=2)[C:4](=[O:23])[C:3]=1[C:24](=O)[CH2:25][C:26]1[CH:31]=[CH:30][CH:29]=[C:28](OC(F)(F)F)[CH:27]=1.[OH2:38].[NH2:39][NH2:40].C(=O)([O-])O.[Na+], predict the reaction product. The product is: [F:20][C:19]([F:22])([F:21])[O:38][C:28]1[CH:27]=[C:26]([CH:31]=[CH:30][CH:29]=1)[CH2:25][C:24]1[C:3]2[C:4](=[O:23])[N:5]([C:12]3[CH:17]=[CH:16][CH:15]=[C:14]([O:18][C:19]([F:22])([F:21])[F:20])[CH:13]=3)[C:6]3[N:7]=[CH:8][CH:9]=[CH:10][C:11]=3[C:2]=2[NH:40][N:39]=1. (2) Given the reactants [CH:1]1[C:14]2[CH:13]=[C:12](B(O)O)[C:11]3[C:6](=[CH:7][CH:8]=[CH:9][CH:10]=3)[C:5]=2[CH:4]=[CH:3][CH:2]=1.Br[C:19]1[CH:20]=[C:21]([C:26]2[N:31]=[C:30]([C:32]3[CH:37]=[CH:36][CH:35]=[CH:34][CH:33]=3)[N:29]=[C:28]([C:38]3[CH:43]=[CH:42][CH:41]=[CH:40][CH:39]=3)[N:27]=2)[CH:22]=[C:23](Br)[CH:24]=1.[OH-].[Na+], predict the reaction product. The product is: [CH:1]1[C:14]2[CH:13]=[C:12]([C:19]3[CH:20]=[C:21]([C:26]4[N:31]=[C:30]([C:32]5[CH:37]=[CH:36][CH:35]=[CH:34][CH:33]=5)[N:29]=[C:28]([C:38]5[CH:43]=[CH:42][CH:41]=[CH:40][CH:39]=5)[N:27]=4)[CH:22]=[C:23]([C:13]4[C:14]5[C:5]([C:6]6[CH:7]=[CH:8][CH:9]=[CH:10][C:11]=6[CH:12]=4)=[CH:4][CH:3]=[CH:2][CH:1]=5)[CH:24]=3)[C:11]3[C:6](=[CH:7][CH:8]=[CH:9][CH:10]=3)[C:5]=2[CH:4]=[CH:3][CH:2]=1. (3) Given the reactants [CH:1]1([C:4]2[C:12]3[CH2:11][CH:10]([C:13]([O:15]C)=[O:14])[CH2:9][CH2:8][C:7]=3[NH:6][N:5]=2)[CH2:3][CH2:2]1.O[Li].O, predict the reaction product. The product is: [CH:1]1([C:4]2[C:12]3[CH2:11][CH:10]([C:13]([OH:15])=[O:14])[CH2:9][CH2:8][C:7]=3[NH:6][N:5]=2)[CH2:2][CH2:3]1. (4) Given the reactants [CH:1]1([N:5]2[CH2:11][CH2:10][C:9]3[CH:12]=[CH:13][C:14]([O:16][C:17]4[CH:22]=[CH:21][C:20](I)=[CH:19][N:18]=4)=[CH:15][C:8]=3[CH2:7][CH2:6]2)[CH2:4][CH2:3][CH2:2]1.[CH3:24][C:25]1[C:29](C(B(O)O)=O)=[C:28]([CH3:35])[O:27][N:26]=1, predict the reaction product. The product is: [CH:1]1([N:5]2[CH2:11][CH2:10][C:9]3[CH:12]=[CH:13][C:14]([O:16][C:17]4[CH:22]=[CH:21][C:20]([C:29]5[C:25]([CH3:24])=[N:26][O:27][C:28]=5[CH3:35])=[CH:19][N:18]=4)=[CH:15][C:8]=3[CH2:7][CH2:6]2)[CH2:4][CH2:3][CH2:2]1. (5) Given the reactants [CH2:1]([O:3][CH2:4][CH2:5][N:6]1[C:14]2[C:9](=[CH:10][CH:11]=[CH:12][CH:13]=2)[C:8]([CH:15]2[CH2:20][CH2:19][NH:18][CH2:17][CH2:16]2)=[CH:7]1)[CH3:2].[C:21]([O:25]CC)(=[O:24])[CH:22]=[CH2:23], predict the reaction product. The product is: [CH2:1]([O:3][CH2:4][CH2:5][N:6]1[C:14]2[C:9](=[CH:10][CH:11]=[CH:12][CH:13]=2)[C:8]([CH:15]2[CH2:16][CH2:17][N:18]([CH2:23][CH2:22][C:21]([OH:25])=[O:24])[CH2:19][CH2:20]2)=[CH:7]1)[CH3:2]. (6) Given the reactants [C:1]([CH:3]([CH:7]1[C:11]([Cl:12])=[C:10](Cl)C(=O)O1)[C:4]([NH2:6])=[O:5])#[N:2].[CH3:15][O:16][C:17]1[CH:18]=[C:19]([CH:22]=[CH:23][CH:24]=1)[CH2:20][NH2:21].C(N(CC)CC)C, predict the reaction product. The product is: [ClH:12].[Cl:12][C:11]1[CH:7]=[C:3]([C:4]([NH2:6])=[O:5])[C:1](=[NH:2])[N:21]([CH2:20][C:19]2[CH:22]=[CH:23][CH:24]=[C:17]([O:16][CH3:15])[CH:18]=2)[CH:10]=1.